This data is from Forward reaction prediction with 1.9M reactions from USPTO patents (1976-2016). The task is: Predict the product of the given reaction. (1) Given the reactants CC1C=CC(S([N:11]2[C:15]3=[N:16][CH:17]=[CH:18][C:19](B4OC(C)(C)C(C)(C)O4)=[C:14]3[CH:13]=[C:12]2[C:29]2[CH2:30][CH2:31][CH2:32][N:33]([C:35]([O:37][C:38]([CH3:41])([CH3:40])[CH3:39])=[O:36])[CH:34]=2)(=O)=O)=CC=1.[O-]P([O-])([O-])=O.[K+].[K+].[K+].Br[C:51]1[S:55][C:54]([S:56]([NH:59][CH:60]2[CH2:65][CH2:64][S:63](=[O:67])(=[O:66])[CH2:62][CH2:61]2)(=[O:58])=[O:57])=[CH:53][CH:52]=1.[OH-].[Na+].Cl, predict the reaction product. The product is: [O:67]=[S:63]1(=[O:66])[CH2:64][CH2:65][CH:60]([NH:59][S:56]([C:54]2[S:55][C:51]([C:19]3[CH:18]=[CH:17][N:16]=[C:15]4[NH:11][C:12]([C:29]5[CH2:30][CH2:31][CH2:32][N:33]([C:35]([O:37][C:38]([CH3:39])([CH3:41])[CH3:40])=[O:36])[CH:34]=5)=[CH:13][C:14]=34)=[CH:52][CH:53]=2)(=[O:58])=[O:57])[CH2:61][CH2:62]1. (2) Given the reactants [C:1]1(B(O)O)[CH:6]=[CH:5][CH:4]=[CH:3][CH:2]=1.Br[C:11]1[C:28]2[C:19](=[CH:20][C:21]3[CH:22]=[CH:23][CH:24]=[CH:25][C:26]=3[CH:27]=2)[CH:18]=[C:17]2[C:12]=1[C:13]1[CH:44]=[CH:43][C:42]3[C:29](=[CH:30][C:31]4[C:40]([CH:41]=3)=[CH:39][C:38]3[C:33](=[CH:34][C:35](Br)=[CH:36][CH:37]=3)[CH:32]=4)[C:14]=1[CH:15]=[CH:16]2, predict the reaction product. The product is: [C:1]1([C:11]2[C:28]3[C:19](=[CH:20][C:21]4[CH:22]=[CH:23][CH:24]=[CH:25][C:26]=4[CH:27]=3)[CH:18]=[C:17]3[C:12]=2[C:13]2[CH:44]=[CH:43][C:42]4[C:29](=[CH:30][C:31]5[C:40]([CH:41]=4)=[CH:39][C:38]4[C:33](=[CH:34][C:35]([C:1]6[CH:6]=[CH:5][CH:4]=[CH:3][CH:2]=6)=[CH:36][CH:37]=4)[CH:32]=5)[C:14]=2[CH:15]=[CH:16]3)[CH:6]=[CH:5][CH:4]=[CH:3][CH:2]=1. (3) Given the reactants [S:1]1[C:5]2[CH:6]=[CH:7][CH:8]=[CH:9][C:4]=2[N:3]=[C:2]1[C:10]1[C:14]([CH2:15][CH2:16][CH2:17]Br)=[N:13][NH:12][C:11]=1[NH2:19].[CH3:20][NH2:21], predict the reaction product. The product is: [S:1]1[C:5]2[CH:6]=[CH:7][CH:8]=[CH:9][C:4]=2[N:3]=[C:2]1[C:10]1[C:14]([CH2:15][CH2:16][CH2:17][NH:21][CH3:20])=[N:13][NH:12][C:11]=1[NH2:19]. (4) Given the reactants [Cl:1][C:2]1[C:3]([CH2:9][C:10]([OH:12])=O)=[N:4][CH:5]=[C:6]([Cl:8])[CH:7]=1.[CH3:13][O:14][C:15]([C:17]1[C:22]([NH2:23])=[N:21][CH:20]=[CH:19][N:18]=1)=[O:16].C(N(CC)CC)C.O=C1N(P(Cl)(N2CCOC2=O)=O)CCO1, predict the reaction product. The product is: [CH3:13][O:14][C:15]([C:17]1[C:22]([NH:23][C:10](=[O:12])[CH2:9][C:3]2[C:2]([Cl:1])=[CH:7][C:6]([Cl:8])=[CH:5][N:4]=2)=[N:21][CH:20]=[CH:19][N:18]=1)=[O:16]. (5) Given the reactants [N+]([C:4]1[CH:5]=[C:6]2[C:10](=[CH:11][CH:12]=1)[C:9](=[O:13])[NH:8][C:7]2=[O:14])([O-])=O.[F:15][C:16]1[CH:21]=[CH:20][C:19]([OH:22])=[CH:18][CH:17]=1.C([O-])([O-])=O.[K+].[K+].CN(C=O)C, predict the reaction product. The product is: [F:15][C:16]1[CH:21]=[CH:20][C:19]([O:22][C:4]2[CH:5]=[C:6]3[C:10](=[CH:11][CH:12]=2)[C:9](=[O:13])[NH:8][C:7]3=[O:14])=[CH:18][CH:17]=1. (6) The product is: [CH3:6][N:5]([CH2:4][C:3]([O:27][CH2:26][N:19]1[C:20]2[C:25](=[CH:24][CH:23]=[CH:22][CH:21]=2)/[C:17](=[CH:16]/[C:11]2[NH:12][C:13]([CH3:15])=[CH:14][C:10]=2[CH3:9])/[C:18]1=[O:28])=[O:8])[CH3:7]. Given the reactants [Cl-].Cl[C:3](=[O:8])[CH2:4][NH+:5]([CH3:7])[CH3:6].[CH3:9][C:10]1[CH:14]=[C:13]([CH3:15])[NH:12][C:11]=1/[CH:16]=[C:17]1\[C:18](=[O:28])[N:19]([CH2:26][OH:27])[C:20]2[C:25]\1=[CH:24][CH:23]=[CH:22][CH:21]=2, predict the reaction product. (7) Given the reactants [C:1]([CH2:3][C:4]([OH:6])=[O:5])#[N:2].N1CCCCC1.C(O)C.[F:16][C:17]1[CH:25]=[CH:24][C:20]([C:21](O)=O)=[CH:19][CH:18]=1, predict the reaction product. The product is: [C:1](/[C:3](=[CH:21]\[C:20]1[CH:24]=[CH:25][C:17]([F:16])=[CH:18][CH:19]=1)/[C:4]([OH:6])=[O:5])#[N:2]. (8) The product is: [Cl:1][C:2]1[CH:35]=[CH:34][C:33]([CH2:36][CH3:37])=[CH:32][C:3]=1[C:4]([NH:6][C:7](=[O:31])[NH:8][C:9]1[S:10][C:11]2[CH:17]=[C:16]([S:18]([CH2:21][CH2:22][CH2:23][N:24]3[CH2:29][CH2:28][N:27]([CH3:30])[CH2:26][CH2:25]3)(=[O:19])=[O:20])[CH:15]=[CH:14][C:12]=2[N:13]=1)=[O:5]. Given the reactants [Cl:1][C:2]1[CH:35]=[CH:34][C:33]([C:36]#[CH:37])=[CH:32][C:3]=1[C:4]([NH:6][C:7](=[O:31])[NH:8][C:9]1[S:10][C:11]2[CH:17]=[C:16]([S:18]([CH2:21][CH2:22][CH2:23][N:24]3[CH2:29][CH2:28][N:27]([CH3:30])[CH2:26][CH2:25]3)(=[O:20])=[O:19])[CH:15]=[CH:14][C:12]=2[N:13]=1)=[O:5], predict the reaction product.